This data is from Peptide-MHC class I binding affinity with 185,985 pairs from IEDB/IMGT. The task is: Regression. Given a peptide amino acid sequence and an MHC pseudo amino acid sequence, predict their binding affinity value. This is MHC class I binding data. (1) The peptide sequence is IQKETLVTF. The MHC is HLA-A23:01 with pseudo-sequence HLA-A23:01. The binding affinity (normalized) is 0.658. (2) The peptide sequence is EIKAEMQLK. The MHC is HLA-A03:01 with pseudo-sequence HLA-A03:01. The binding affinity (normalized) is 0.360.